Dataset: CYP3A4 inhibition data for predicting drug metabolism from PubChem BioAssay. Task: Regression/Classification. Given a drug SMILES string, predict its absorption, distribution, metabolism, or excretion properties. Task type varies by dataset: regression for continuous measurements (e.g., permeability, clearance, half-life) or binary classification for categorical outcomes (e.g., BBB penetration, CYP inhibition). Dataset: cyp3a4_veith. (1) The drug is CCCCC1(C)NC(=O)c2c(C)sc(C(=O)OCC)c2N1. The result is 1 (inhibitor). (2) The drug is Cc1snc(SCC(=O)N/N=C(\N)COc2cccc(C(F)(F)F)c2)c1C#N. The result is 1 (inhibitor). (3) The molecule is Cc1cc(=O)[nH]c(-n2[nH]c(C)cc2=O)n1. The result is 0 (non-inhibitor). (4) The drug is COCCNC(=O)CSc1nc2ccc(N3CCOCC3)cc2c(=O)n1Cc1ccc(OC)cc1. The result is 1 (inhibitor). (5) The compound is Cc1oc(-c2cccs2)[n+]([O-])c1C.Cl. The result is 0 (non-inhibitor). (6) The drug is CCOc1ccc(-n2ccnc2SCC(=O)Nc2nnc(CC)s2)cc1. The result is 1 (inhibitor). (7) The drug is Cc1c(NC(=O)/C=C/C(=O)O)cccc1[N+](=O)[O-]. The result is 0 (non-inhibitor). (8) The result is 0 (non-inhibitor). The molecule is CC(C)NC(=O)N1CC2(CCN(S(=O)(=O)c3ccccc3)CC2)C1. (9) The compound is CC(=O)Oc1ccccc1C(=O)Oc1ccccc1C(=O)O. The result is 0 (non-inhibitor). (10) The drug is COc1ncc2nc(-c3ccc(F)cc3)c(=O)n(-c3ccccc3)c2n1. The result is 0 (non-inhibitor).